From a dataset of Reaction yield outcomes from USPTO patents with 853,638 reactions. Predict the reaction yield, written as a fraction of the theoretical maximum amount of product (1.0 means a 100% yield; for example, 0.34 means a 34% yield). (1) The reactants are [Si](O[CH2:9][CH2:10][C:11]([C:14]1[NH:15][C:16]2[C:21]([CH:22]=1)=[CH:20][C:19]([N+:23]([O-:25])=[O:24])=[C:18]([F:26])[CH:17]=2)([CH3:13])[CH3:12])(C(C)(C)C)(C)C.CC1C=CC(S(OC[C@@H]2COC(C)(C)O2)(=O)=O)=CC=1.C([O-])([O-])=O.[Cs+].[Cs+]. The product is [F:26][C:18]1[C:19]([N+:23]([O-:25])=[O:24])=[CH:20][C:21]2[CH:22]=[C:14]3[C:11]([CH3:13])([CH3:12])[CH2:10][CH2:9][N:15]3[C:16]=2[CH:17]=1. The yield is 0.480. The catalyst is CN(C=O)C. (2) The reactants are C[O:2][C:3](=[O:33])[C:4]1[CH:9]=[CH:8][C:7]([O:10][CH3:11])=[CH:6][C:5]=1[NH:12][C:13]1[C:22]([NH:23][S:24]([C:27]2[CH:28]=[N:29][CH:30]=[CH:31][CH:32]=2)(=[O:26])=[O:25])=[N:21][C:20]2[C:15](=[CH:16][CH:17]=[CH:18][CH:19]=2)[N:14]=1.C([O-])([O-])=O.[K+].[K+].O. The catalyst is CO. The product is [CH3:11][O:10][C:7]1[CH:8]=[CH:9][C:4]([C:3]([OH:33])=[O:2])=[C:5]([NH:12][C:13]2[C:22]([NH:23][S:24]([C:27]3[CH:28]=[N:29][CH:30]=[CH:31][CH:32]=3)(=[O:25])=[O:26])=[N:21][C:20]3[C:15](=[CH:16][CH:17]=[CH:18][CH:19]=3)[N:14]=2)[CH:6]=1. The yield is 0.940. (3) The reactants are [NH2:1][C:2](=O)[CH:3]([NH:23][C:24](=[O:33])[C:25]1[C:30]([Cl:31])=[CH:29][CH:28]=[CH:27][C:26]=1[Cl:32])[CH2:4][C:5]1[CH:6]=[C:7]2[C:12](=[CH:13][CH:14]=1)[N:11]=[C:10]([C:15]1[C:20]([Cl:21])=[CH:19][CH:18]=[CH:17][C:16]=1[Cl:22])[CH:9]=[CH:8]2.C1(C)C=CC(S(Cl)(=O)=O)=CC=1. The catalyst is N1C=CC=CC=1. The product is [Cl:32][C:26]1[CH:27]=[CH:28][CH:29]=[C:30]([Cl:31])[C:25]=1[C:24]([NH:23][CH:3]([C:2]#[N:1])[CH2:4][C:5]1[CH:6]=[C:7]2[C:12](=[CH:13][CH:14]=1)[N:11]=[C:10]([C:15]1[C:20]([Cl:21])=[CH:19][CH:18]=[CH:17][C:16]=1[Cl:22])[CH:9]=[CH:8]2)=[O:33]. The yield is 0.650. (4) The catalyst is CS(C)=O.[Cu](I)I. The yield is 0.340. The product is [CH3:23][O:24][C:25]1[CH:30]=[CH:29][C:28]([C:31]2[CH:36]=[CH:35][N:34]([C:15]3[CH:16]=[CH:17][C:18]4[C:10]5[CH2:9][N:8]([C:6]([O:5][C:1]([CH3:4])([CH3:3])[CH3:2])=[O:7])[CH2:22][CH2:21][C:11]=5[N:12]([CH3:20])[C:13]=4[CH:14]=3)[C:33](=[O:37])[CH:32]=2)=[CH:27][CH:26]=1. The reactants are [C:1]([O:5][C:6]([N:8]1[CH2:22][CH2:21][C:11]2[N:12]([CH3:20])[C:13]3[CH:14]=[C:15](Br)[CH:16]=[CH:17][C:18]=3[C:10]=2[CH2:9]1)=[O:7])([CH3:4])([CH3:3])[CH3:2].[CH3:23][O:24][C:25]1[CH:30]=[CH:29][C:28]([C:31]2[CH:36]=[CH:35][NH:34][C:33](=[O:37])[CH:32]=2)=[CH:27][CH:26]=1.C([O-])([O-])=O.[Cs+].[Cs+].OC1C=CC=C2C=1N=CC=C2. (5) The reactants are [CH3:1][O:2][C:3]1[CH:11]=[CH:10][C:9]2[N:8]3[CH2:12][CH2:13][CH2:14][C:7]3=[CH:6][C:5]=2[CH:4]=1.OP(O)(O)=O.[CH3:20][N:21]1[CH2:26][CH2:25][C:24](=O)[CH2:23][CH2:22]1.[OH-].[NH4+]. The catalyst is CC(O)=O. The product is [CH3:1][O:2][C:3]1[CH:11]=[CH:10][C:9]2[N:8]3[CH2:12][CH2:13][CH2:14][C:7]3=[C:6]([C:24]3[CH2:25][CH2:26][N:21]([CH3:20])[CH2:22][CH:23]=3)[C:5]=2[CH:4]=1. The yield is 0.990. (6) The reactants are [CH2:1]([NH:3][C:4](=[O:11])[NH:5]OCC(O)=O)[CH3:2].[NH2:12][C@@H:13]([CH2:37][O:38][C:39]([CH3:42])([CH3:41])[CH3:40])[C:14]([N:16]([C@@H:28]([CH3:36])[CH:29]([O:33][CH2:34][CH3:35])[O:30][CH2:31][CH3:32])[CH2:17][C:18]1[C:27]2[C:22](=[CH:23][CH:24]=[CH:25][CH:26]=2)[CH:21]=[CH:20][CH:19]=1)=[O:15]. No catalyst specified. The product is [C:39]([O:38][CH2:37][C@H:13]([NH:12][C:29](=[O:30])[CH2:28][N:16]([CH3:14])[NH:5][C:4]([NH:3][CH2:1][CH3:2])=[O:11])[C:14]([N:16]([C@@H:28]([CH3:36])[CH:29]([O:33][CH2:34][CH3:35])[O:30][CH2:31][CH3:32])[CH2:17][C:18]1[C:27]2[C:22](=[CH:23][CH:24]=[CH:25][CH:26]=2)[CH:21]=[CH:20][CH:19]=1)=[O:15])([CH3:42])([CH3:41])[CH3:40]. The yield is 0.220.